Dataset: Catalyst prediction with 721,799 reactions and 888 catalyst types from USPTO. Task: Predict which catalyst facilitates the given reaction. (1) Reactant: Cl[C:2]1[CH:11]=[CH:10][N:9]=[C:8]2[C:3]=1[C:4]1[CH:16]=[CH:15][CH:14]=[CH:13][C:5]=1[C:6](=[O:12])[NH:7]2.Cl.[NH2:18][C:19]1[CH:24]=[CH:23][C:22]([NH:25][C:26](=[O:38])[C:27]2[CH:32]=[CH:31][C:30]([F:33])=[CH:29][C:28]=2[C:34]([F:37])([F:36])[F:35])=[CH:21][CH:20]=1.O. Product: [F:33][C:30]1[CH:31]=[CH:32][C:27]([C:26]([NH:25][C:22]2[CH:21]=[CH:20][C:19]([NH:18][C:2]3[CH:11]=[CH:10][N:9]=[C:8]4[C:3]=3[C:4]3[CH:16]=[CH:15][CH:14]=[CH:13][C:5]=3[C:6](=[O:12])[NH:7]4)=[CH:24][CH:23]=2)=[O:38])=[C:28]([C:34]([F:35])([F:36])[F:37])[CH:29]=1. The catalyst class is: 28. (2) The catalyst class is: 418. Product: [CH3:28][C:25]1([CH3:27])[C:24]([CH3:29])([CH3:30])[O:23][B:22]([C:2]2[CH:3]=[CH:4][C:5]([O:39][CH2:38][CH2:37][CH2:33][C:32]([OH:35])=[O:34])=[CH:6][CH:7]=2)[O:26]1. Reactant: I[C:2]1[CH:7]=[CH:6][C:5](CCCC(O)=O)=[CH:4][CH:3]=1.[CH3:29][C:24]1([CH3:30])[C:25]([CH3:28])([CH3:27])[O:26][B:22]([B:22]2[O:26][C:25]([CH3:28])([CH3:27])[C:24]([CH3:30])([CH3:29])[O:23]2)[O:23]1.[C:32]([O-:35])(=[O:34])[CH3:33].[K+].[CH3:37][CH2:38][O:39]C(C)=O.